Task: Predict the product of the given reaction.. Dataset: Forward reaction prediction with 1.9M reactions from USPTO patents (1976-2016) (1) The product is: [CH3:25][C:5]1[C:6]([NH:8][CH:9]2[C:13]3([CH2:17][CH2:16][CH2:15][CH2:14]3)[CH2:12][N:11]([C:18]([O:20][C:21]([CH3:24])([CH3:23])[CH3:22])=[O:19])[CH2:10]2)=[N:7][C:2]([NH:32][C:30]2[CH:29]=[N:28][N:27]([CH3:26])[CH:31]=2)=[N:3][CH:4]=1. Given the reactants Cl[C:2]1[N:7]=[C:6]([NH:8][CH:9]2[C:13]3([CH2:17][CH2:16][CH2:15][CH2:14]3)[CH2:12][N:11]([C:18]([O:20][C:21]([CH3:24])([CH3:23])[CH3:22])=[O:19])[CH2:10]2)[C:5]([CH3:25])=[CH:4][N:3]=1.[CH3:26][N:27]1[CH:31]=[C:30]([NH2:32])[CH:29]=[N:28]1.CCN(C(C)C)C(C)C, predict the reaction product. (2) Given the reactants [CH3:1][C:2]([NH:10][C:11]1[N:16]=[C:15]([NH:17][NH2:18])[C:14]([C:19]2[CH:24]=[CH:23][C:22]([F:25])=[CH:21][CH:20]=2)=[C:13]([C:26]2[CH:31]=[CH:30][N:29]=[CH:28][CH:27]=2)[N:12]=1)([C:4]1[CH:9]=[CH:8][CH:7]=[CH:6][CH:5]=1)[CH3:3].[CH3:32]OC(OC)OC.FC(F)(F)C(O)=O, predict the reaction product. The product is: [F:25][C:22]1[CH:23]=[CH:24][C:19]([C:14]2[C:15]3[N:16]([CH:32]=[N:18][N:17]=3)[C:11]([NH:10][C:2]([C:4]3[CH:5]=[CH:6][CH:7]=[CH:8][CH:9]=3)([CH3:1])[CH3:3])=[N:12][C:13]=2[C:26]2[CH:27]=[CH:28][N:29]=[CH:30][CH:31]=2)=[CH:20][CH:21]=1. (3) Given the reactants [OH:1][C:2]1[CH2:6][NH:5][C:4](=[O:7])[C:3]=1[C:8]1[N:12]([C:13]([O:15][C:16]([CH3:19])([CH3:18])[CH3:17])=[O:14])[C:11]2[CH:20]=[C:21]([N:25]3[CH2:30][CH2:29][O:28][CH2:27][CH2:26]3)[CH:22]=[C:23]([CH3:24])[C:10]=2[N:9]=1.C(C1C=C(N)C=C(C(C)(C)C)N=1)(C)(C)C.[F:46][C:47]([F:60])([F:59])[S:48](O[S:48]([C:47]([F:60])([F:59])[F:46])(=[O:50])=[O:49])(=[O:50])=[O:49].NC[C@H](C1C=CC=C(Cl)C=1)O.C(#N)C.C([O-])(=O)C.[NH4+].O, predict the reaction product. The product is: [F:46][C:47]([F:60])([F:59])[S:48]([O:1][C:2]1[CH2:6][NH:5][C:4](=[O:7])[C:3]=1[C:8]1[N:12]([C:13]([O:15][C:16]([CH3:19])([CH3:17])[CH3:18])=[O:14])[C:11]2[CH:20]=[C:21]([N:25]3[CH2:30][CH2:29][O:28][CH2:27][CH2:26]3)[CH:22]=[C:23]([CH3:24])[C:10]=2[N:9]=1)(=[O:50])=[O:49]. (4) Given the reactants [Cl:1][C:2]1[N:7]=[C:6]([OH:8])[CH:5]=[CH:4][C:3]=1[N+:9]([O-:11])=[O:10].I[C:13]1([S:16][C:17]2[CH:22]=[CH:21][CH:20]=[CH:19][CH:18]=2)[CH2:15][CH2:14]1, predict the reaction product. The product is: [Cl:1][C:2]1[C:3]([N+:9]([O-:11])=[O:10])=[CH:4][CH:5]=[C:6]([O:8][C:13]2([S:16][C:17]3[CH:22]=[CH:21][CH:20]=[CH:19][CH:18]=3)[CH2:15][CH2:14]2)[N:7]=1. (5) Given the reactants [Br:1][C:2]1[CH:7]=[C:6]([CH2:8][OH:9])[C:5]([O:10][CH3:11])=[CH:4][C:3]=1[NH:12][C:13](=[O:15])[CH3:14], predict the reaction product. The product is: [Br:1][C:2]1[CH:7]=[C:6]([CH:8]=[O:9])[C:5]([O:10][CH3:11])=[CH:4][C:3]=1[NH:12][C:13](=[O:15])[CH3:14]. (6) Given the reactants Cl.[Br:2][C:3]1[CH:9]=[C:8]([Cl:10])[CH:7]=[CH:6][C:4]=1[NH2:5].N([O-])=O.[Na+].[N-:15]=[N+:16]=[N-].[Na+], predict the reaction product. The product is: [N:5]([C:4]1[CH:6]=[CH:7][C:8]([Cl:10])=[CH:9][C:3]=1[Br:2])=[N+:15]=[N-:16]. (7) Given the reactants [C:1]1([C:7]([OH:9])=O)([C:4]([OH:6])=[O:5])[CH2:3][CH2:2]1.C(N(CC)CC)C.S(Cl)(Cl)=O.[NH2:21][C:22]1[CH:37]=[CH:36][C:25]([O:26][C:27]2[CH:32]=[CH:31][N:30]=[C:29]([C:33]([NH2:35])=[O:34])[CH:28]=2)=[CH:24][C:23]=1[F:38], predict the reaction product. The product is: [C:33]([C:29]1[CH:28]=[C:27]([O:26][C:25]2[CH:36]=[CH:37][C:22]([NH:21][C:7]([C:1]3([C:4]([OH:6])=[O:5])[CH2:2][CH2:3]3)=[O:9])=[C:23]([F:38])[CH:24]=2)[CH:32]=[CH:31][N:30]=1)(=[O:34])[NH2:35]. (8) Given the reactants [Cl:1][C:2]1[CH:18]=[CH:17][C:5]2[CH2:6][CH2:7][N:8]([C:11](=[O:16])[C:12]([F:15])([F:14])[F:13])[CH2:9][CH2:10][C:4]=2[C:3]=1OS(C(F)(F)F)(=O)=O.[NH2:27][CH2:28][C:29]1[CH:44]=[CH:43][C:32]([C:33]([NH:35][CH:36]2[CH2:42][CH2:41][CH2:40][CH2:39][CH2:38][CH2:37]2)=[O:34])=[CH:31][C:30]=1[F:45], predict the reaction product. The product is: [Cl:1][C:2]1[CH:18]=[CH:17][C:5]2[CH2:6][CH2:7][N:8]([C:11](=[O:16])[C:12]([F:15])([F:13])[F:14])[CH2:9][CH2:10][C:4]=2[C:3]=1[NH:27][CH2:28][C:29]1[CH:44]=[CH:43][C:32]([C:33](=[O:34])[NH:35][CH:36]2[CH2:42][CH2:41][CH2:40][CH2:39][CH2:38][CH2:37]2)=[CH:31][C:30]=1[F:45]. (9) Given the reactants [NH2:1][C:2]1[CH:30]=[CH:29][C:5]2[NH:6][C:7]([C:12]3[C:13](=[O:28])[N:14]([CH2:23][CH2:24][CH:25]([CH3:27])[CH3:26])[C:15]4[C:20]([C:21]=3[OH:22])=[CH:19][CH:18]=[CH:17][N:16]=4)=[N:8][S:9](=[O:11])(=[O:10])[C:4]=2[CH:3]=1.[Cl:31][C:32]1[CH:37]=[CH:36][CH:35]=[C:34]([Cl:38])[C:33]=1[S:39](Cl)(=[O:41])=[O:40], predict the reaction product. The product is: [Cl:31][C:32]1[CH:37]=[CH:36][CH:35]=[C:34]([Cl:38])[C:33]=1[S:39]([NH:1][C:2]1[CH:30]=[CH:29][C:5]2[NH:6][C:7]([C:12]3[C:13](=[O:28])[N:14]([CH2:23][CH2:24][CH:25]([CH3:27])[CH3:26])[C:15]4[C:20]([C:21]=3[OH:22])=[CH:19][CH:18]=[CH:17][N:16]=4)=[N:8][S:9](=[O:11])(=[O:10])[C:4]=2[CH:3]=1)(=[O:41])=[O:40].